This data is from Full USPTO retrosynthesis dataset with 1.9M reactions from patents (1976-2016). The task is: Predict the reactants needed to synthesize the given product. (1) Given the product [Br:11][C:8]1[CH:7]=[C:3]2[C:2](=[CH:10][CH:9]=1)[N:1]=[CH:16][NH:17][C:4]2=[O:5], predict the reactants needed to synthesize it. The reactants are: [NH2:1][C:2]1[CH:10]=[CH:9][C:8]([Br:11])=[CH:7][C:3]=1[C:4](O)=[O:5].C(O)(=O)C.[CH:16](N)=[NH:17]. (2) Given the product [C:40]([O:44][C:38]([NH:35][C:4]1[CH:8]=[C:9]([F:15])[C:10]([C:11]([O:13][CH3:14])=[O:12])=[C:2]([Cl:1])[CH:3]=1)=[O:23])([CH3:43])([CH3:42])[CH3:41], predict the reactants needed to synthesize it. The reactants are: [Cl:1][C:2]1[CH:3]=[C:4]([CH:8]=[C:9]([F:15])[C:10]=1[C:11]([O:13][CH3:14])=[O:12])C(O)=O.C1(P(N=[N+]=[N-])(C2C=CC=CC=2)=[O:23])C=CC=CC=1.C([N:35]([CH2:38]C)CC)C.[C:40]([OH:44])([CH3:43])([CH3:42])[CH3:41]. (3) The reactants are: [CH3:1][O:2][C:3]1[C@H:4]([CH2:14][C:15]2[CH:16]=[C:17]3[C:22](=[CH:23][CH:24]=2)[N:21]=[CH:20][CH:19]=[CH:18]3)[N:5]=C(OC)[C@@H](C(C)C)N=1.FC(F)(F)C(O)=[O:28]. Given the product [NH2:5][C@@H:4]([CH2:14][C:15]1[CH:16]=[C:17]2[C:22](=[CH:23][CH:24]=1)[N:21]=[CH:20][CH:19]=[CH:18]2)[C:3]([O:2][CH3:1])=[O:28], predict the reactants needed to synthesize it. (4) Given the product [NH2:18][CH2:17][C@@H:16]([N:14]1[CH2:15][C:9]2[C:10](=[N:11][CH:12]=[C:7]([C:6]3[N:5]([CH3:38])[N:4]=[CH:3][C:2]=3[Cl:1])[CH:8]=2)[C:13]1=[O:37])[CH2:29][C:30]1[CH:35]=[CH:34][CH:33]=[C:32]([F:36])[CH:31]=1, predict the reactants needed to synthesize it. The reactants are: [Cl:1][C:2]1[CH:3]=[N:4][N:5]([CH3:38])[C:6]=1[C:7]1[CH:8]=[C:9]2[CH2:15][N:14]([C@@H:16]([CH2:29][C:30]3[CH:35]=[CH:34][CH:33]=[C:32]([F:36])[CH:31]=3)[CH2:17][N:18]3C(=O)C4C(=CC=CC=4)C3=O)[C:13](=[O:37])[C:10]2=[N:11][CH:12]=1.O1C=CC=C1.NN.